This data is from Catalyst prediction with 721,799 reactions and 888 catalyst types from USPTO. The task is: Predict which catalyst facilitates the given reaction. (1) Reactant: [CH:1]1([CH2:6][C@H:7]([CH2:36][N:37]([CH:46]=[O:47])[O:38]CC2C=CC=CC=2)[C:8]([N:10]2[CH:14]([C:15]([NH:17][C:18]3[CH:23]=[CH:22][C:21]([F:24])=[CH:20][N+:19]=3[O-:25])=[O:16])[CH2:13][CH2:12][N:11]2C(OCC2C=CC=CC=2)=O)=[O:9])[CH2:5][CH2:4][CH2:3][CH2:2]1. Product: [CH:1]1([CH2:6][C@H:7]([CH2:36][N:37]([CH:46]=[O:47])[OH:38])[C:8]([N:10]2[C@H:14]([C:15]([NH:17][C:18]3[CH:23]=[CH:22][C:21]([F:24])=[CH:20][N+:19]=3[O-:25])=[O:16])[CH2:13][CH2:12][NH:11]2)=[O:9])[CH2:2][CH2:3][CH2:4][CH2:5]1. The catalyst class is: 105. (2) Reactant: [Si:1]([O:18][CH2:19][CH2:20][CH:21]([N:25]1[CH:30]=[C:29]([O:31][CH3:32])[C:28]([C:33]2[CH:38]=[C:37]([Cl:39])[CH:36]=[CH:35][C:34]=2[C:40]#[N:41])=[CH:27][C:26]1=[O:42])[C:22]([OH:24])=O)([C:14]([CH3:17])([CH3:16])[CH3:15])([C:8]1[CH:13]=[CH:12][CH:11]=[CH:10][CH:9]=1)[C:2]1[CH:7]=[CH:6][CH:5]=[CH:4][CH:3]=1.[NH2:43][C:44]1[CH:54]=[CH:53][C:47]([C:48]([O:50][CH2:51][CH3:52])=[O:49])=[CH:46][CH:45]=1.CC(C)N=C=NC(C)C. Product: [Si:1]([O:18][CH2:19][CH2:20][CH:21]([N:25]1[CH:30]=[C:29]([O:31][CH3:32])[C:28]([C:33]2[CH:38]=[C:37]([Cl:39])[CH:36]=[CH:35][C:34]=2[C:40]#[N:41])=[CH:27][C:26]1=[O:42])[C:22]([NH:43][C:44]1[CH:45]=[CH:46][C:47]([C:48]([O:50][CH2:51][CH3:52])=[O:49])=[CH:53][CH:54]=1)=[O:24])([C:14]([CH3:16])([CH3:17])[CH3:15])([C:2]1[CH:7]=[CH:6][CH:5]=[CH:4][CH:3]=1)[C:8]1[CH:9]=[CH:10][CH:11]=[CH:12][CH:13]=1. The catalyst class is: 9. (3) Product: [CH3:19][O:20][C:21]1[CH:22]=[C:23]([C:36]([N:38]2[CH2:43][CH2:42][N:41]([CH3:44])[CH2:40][CH2:39]2)=[O:37])[CH:24]=[CH:25][C:26]=1[C:2]1[CH:3]=[CH:4][C:5]2[N:6]([C:8]([C:11]3[CH:18]=[CH:17][C:14]([C:15]#[N:16])=[CH:13][CH:12]=3)=[CH:9][N:10]=2)[CH:7]=1. The catalyst class is: 70. Reactant: Br[C:2]1[CH:3]=[CH:4][C:5]2[N:6]([C:8]([C:11]3[CH:18]=[CH:17][C:14]([C:15]#[N:16])=[CH:13][CH:12]=3)=[CH:9][N:10]=2)[CH:7]=1.[CH3:19][O:20][C:21]1[CH:22]=[C:23]([C:36]([N:38]2[CH2:43][CH2:42][N:41]([CH3:44])[CH2:40][CH2:39]2)=[O:37])[CH:24]=[CH:25][C:26]=1B1OC(C)(C)C(C)(C)O1.[O-]P([O-])([O-])=O.[K+].[K+].[K+]. (4) Reactant: [CH2:1]([C:3]1[CH:4]=[N:5][C:6]([N:9]2[CH2:14][CH2:13][CH:12]([CH:15]([O:17][CH:18]3[CH2:21][N:20](C(OC(C)(C)C)=O)[CH2:19]3)[CH3:16])[CH2:11][CH2:10]2)=[N:7][CH:8]=1)[CH3:2].[ClH:29].C(OCC)C. Product: [ClH:29].[NH:20]1[CH2:19][CH:18]([O:17][CH:15]([CH:12]2[CH2:13][CH2:14][N:9]([C:6]3[N:5]=[CH:4][C:3]([CH2:1][CH3:2])=[CH:8][N:7]=3)[CH2:10][CH2:11]2)[CH3:16])[CH2:21]1. The catalyst class is: 4. (5) Reactant: [C:1]([O:5][C:6]([N:8]1[CH2:13][CH2:12][C:11]([C:16]2[CH:21]=[CH:20][C:19]([Cl:22])=[CH:18][CH:17]=2)([C:14]#N)[CH2:10][CH2:9]1)=[O:7])([CH3:4])([CH3:3])[CH3:2].[H-].C([Al+]CC(C)C)C(C)C.C[OH:34].[Cl-].[NH4+]. Product: [C:1]([O:5][C:6]([N:8]1[CH2:13][CH2:12][C:11]([C:16]2[CH:21]=[CH:20][C:19]([Cl:22])=[CH:18][CH:17]=2)([CH:14]=[O:34])[CH2:10][CH2:9]1)=[O:7])([CH3:4])([CH3:3])[CH3:2]. The catalyst class is: 11. (6) Reactant: [Br:1][C:2]1[CH:3]=[C:4]([CH3:35])[C:5]2[N:9]=[C:8]([CH2:10][CH2:11][CH3:12])[N:7]([CH2:13][CH2:14][O:15][C:16]3[CH:25]=[CH:24][C:23]([CH2:26][CH:27]4[S:31][C:30](=[O:32])[NH:29][C:28]4=[O:33])=[CH:22][C:17]=3[C:18]([O:20]C)=[O:19])[C:6]=2[CH:34]=1.[Li+].[OH-]. Product: [Br:1][C:2]1[CH:3]=[C:4]([CH3:35])[C:5]2[N:9]=[C:8]([CH2:10][CH2:11][CH3:12])[N:7]([CH2:13][CH2:14][O:15][C:16]3[CH:25]=[CH:24][C:23]([CH2:26][CH:27]4[S:31][C:30](=[O:32])[NH:29][C:28]4=[O:33])=[CH:22][C:17]=3[C:18]([OH:20])=[O:19])[C:6]=2[CH:34]=1. The catalyst class is: 20. (7) Reactant: [CH:1]1([CH2:4][O:5][C:6]2[CH:7]=[CH:8][C:9]3[O:13][C:12]([CH:14]([NH:18][C:19]4[N:24]=[CH:23][C:22](C(O)=O)=[CH:21][CH:20]=4)[CH:15]([CH3:17])[CH3:16])=[C:11]([CH3:28])[C:10]=3[CH:29]=2)[CH2:3][CH2:2]1.CNC[CH2:33][C:34]([O:36][CH2:37][CH3:38])=[O:35].O.ON1C2C=CC=CC=2N=N1.Cl.C(N=C=NCCCN(C)C)C.[Cl-].[NH4+].[CH3:64][N:65]([CH3:68])[CH:66]=[O:67]. Product: [CH:1]1([CH2:4][O:5][C:6]2[CH:7]=[CH:8][C:9]3[O:13][C:12]([CH:14]([NH:18][C:19]4[N:24]=[CH:23][C:22]([C:66]([N:65]([CH3:68])[CH2:64][CH2:33][C:34]([O:36][CH2:37][CH3:38])=[O:35])=[O:67])=[CH:21][CH:20]=4)[CH:15]([CH3:16])[CH3:17])=[C:11]([CH3:28])[C:10]=3[CH:29]=2)[CH2:2][CH2:3]1. The catalyst class is: 66. (8) Reactant: Cl[C:2](Cl)([O:4]C(=O)OC(Cl)(Cl)Cl)Cl.[N:13]1[N:17]2[CH2:18][CH2:19][NH:20][CH2:21][C:16]2=[CH:15][C:14]=1[C:22]([N:24]1[CH:29]2[CH2:30][CH2:31][CH2:32][CH:25]1[CH2:26][CH:27]([C:33]([O:35][CH2:36][CH3:37])=[O:34])[CH2:28]2)=[O:23].CCN(CC)CC.[Cl:45][C:46]1[CH:47]=[C:48]([CH2:53][NH2:54])[CH:49]=[C:50]([Cl:52])[CH:51]=1. Product: [Cl:45][C:46]1[CH:47]=[C:48]([CH:49]=[C:50]([Cl:52])[CH:51]=1)[CH2:53][NH:54][C:2]([N:20]1[CH2:19][CH2:18][N:17]2[N:13]=[C:14]([C:22]([N:24]3[CH:25]4[CH2:32][CH2:31][CH2:30][CH:29]3[CH2:28][CH:27]([C:33]([O:35][CH2:36][CH3:37])=[O:34])[CH2:26]4)=[O:23])[CH:15]=[C:16]2[CH2:21]1)=[O:4]. The catalyst class is: 98. (9) Reactant: [OH-].[Na+].[CH2:3]([N:10]1[C:14]2[N:15]=[C:16]([Cl:24])[CH:17]=[C:18]([C:19]([O:21]CC)=[O:20])[C:13]=2[CH:12]=[N:11]1)[C:4]1[CH:9]=[CH:8][CH:7]=[CH:6][CH:5]=1.C([O-])(O)=O.[Na+]. Product: [CH2:3]([N:10]1[C:14]2[N:15]=[C:16]([Cl:24])[CH:17]=[C:18]([C:19]([OH:21])=[O:20])[C:13]=2[CH:12]=[N:11]1)[C:4]1[CH:5]=[CH:6][CH:7]=[CH:8][CH:9]=1. The catalyst class is: 1.